From a dataset of Catalyst prediction with 721,799 reactions and 888 catalyst types from USPTO. Predict which catalyst facilitates the given reaction. (1) Reactant: [Cl:1][C:2]1[CH:10]=[CH:9][C:8]2[NH:7][C:6]3[CH2:11][CH2:12][N:13]([CH3:15])[CH2:14][C:5]=3[C:4]=2[CH:3]=1.[OH-].[K+].Br[CH2:19][CH2:20][C:21]1[CH:26]=[CH:25][C:24]([O:27][CH3:28])=[C:23]([F:29])[CH:22]=1. Product: [F:29][C:23]1[CH:22]=[C:21]([CH:26]=[CH:25][C:24]=1[O:27][CH3:28])[CH2:20][CH2:19][N:7]1[C:8]2[CH:9]=[CH:10][C:2]([Cl:1])=[CH:3][C:4]=2[C:5]2[CH2:14][N:13]([CH3:15])[CH2:12][CH2:11][C:6]1=2. The catalyst class is: 264. (2) Product: [NH2:2][CH2:3][C:4]1[CH:9]=[C:8]([C:10]2[N:19]=[C:18]([NH:20][CH2:21][C:22]3[CH:27]=[CH:26][CH:25]=[CH:24][N:23]=3)[C:17]3[C:12](=[CH:13][CH:14]=[CH:15][C:16]=3[C:28]3[CH:33]=[CH:32][CH:31]=[CH:30][CH:29]=3)[N:11]=2)[CH:7]=[N:6][CH:5]=1. Reactant: O[NH:2][C:3](=N)[C:4]1[CH:9]=[C:8]([C:10]2[N:19]=[C:18]([NH:20][CH2:21][C:22]3[CH:27]=[CH:26][CH:25]=[CH:24][N:23]=3)[C:17]3[C:12](=[CH:13][CH:14]=[CH:15][C:16]=3[C:28]3[CH:33]=[CH:32][CH:31]=[CH:30][CH:29]=3)[N:11]=2)[CH:7]=[N:6][CH:5]=1. The catalyst class is: 834. (3) Reactant: [N:1]([C:4]1([CH2:20][C:21](OC(C)(C)C)=[O:22])[C:17]2[C:12](=[N:13][CH:14]=[C:15]([Br:18])[CH:16]=2)[O:11][C:10]2[C:5]1=[CH:6][C:7]([I:19])=[CH:8][CH:9]=2)=[N+]=[N-].[H-].[H-].[H-].[H-].[Li+].[Al+3]. Product: [NH2:1][C:4]1([CH2:20][CH2:21][OH:22])[C:17]2[C:12](=[N:13][CH:14]=[C:15]([Br:18])[CH:16]=2)[O:11][C:10]2[C:5]1=[CH:6][C:7]([I:19])=[CH:8][CH:9]=2. The catalyst class is: 1. (4) Reactant: [F:1][C:2]([F:50])([F:49])[C:3]1[CH:4]=[C:5]([C@H:13]2[O:17][C:16](=[O:18])[N:15]([CH2:19][C:20]3[C:25]([C:26]4[CH:27]=[C:28]([C:34]5[CH:39]=[CH:38][C:37]([C:40]([O:42]C)=[O:41])=[CH:36][C:35]=5[CH3:44])[CH:29]=[CH:30][C:31]=4[O:32][CH3:33])=[CH:24][CH:23]=[C:22]([CH:45]([CH3:47])[CH3:46])[N:21]=3)[C@H:14]2[CH3:48])[CH:6]=[C:7]([C:9]([F:12])([F:11])[F:10])[CH:8]=1.O.[OH-].[Li+].Cl. Product: [F:50][C:2]([F:1])([F:49])[C:3]1[CH:4]=[C:5]([C@H:13]2[O:17][C:16](=[O:18])[N:15]([CH2:19][C:20]3[C:25]([C:26]4[CH:27]=[C:28]([C:34]5[CH:39]=[CH:38][C:37]([C:40]([OH:42])=[O:41])=[CH:36][C:35]=5[CH3:44])[CH:29]=[CH:30][C:31]=4[O:32][CH3:33])=[CH:24][CH:23]=[C:22]([CH:45]([CH3:47])[CH3:46])[N:21]=3)[C@H:14]2[CH3:48])[CH:6]=[C:7]([C:9]([F:11])([F:12])[F:10])[CH:8]=1. The catalyst class is: 38. (5) Reactant: [NH2:1][C@H:2]([C:10]([OH:12])=[O:11])[CH2:3][CH2:4][CH2:5][NH:6][C:7](=[NH:9])[NH2:8].S(=O)(=O)(O)O.[CH2:18](O)[CH2:19][CH2:20][CH2:21][CH2:22][CH2:23][CH2:24][CH2:25][CH2:26][CH2:27][CH2:28][CH3:29]. Product: [CH2:29]([O:11][C:10](=[O:12])[C@H:2]([CH2:3][CH2:4][CH2:5][NH:6][C:7](=[NH:8])[NH2:9])[NH2:1])[CH2:28][CH2:27][CH2:26][CH2:25][CH2:24][CH2:23][CH2:22][CH2:21][CH2:20][CH2:19][CH3:18]. The catalyst class is: 27.